This data is from Forward reaction prediction with 1.9M reactions from USPTO patents (1976-2016). The task is: Predict the product of the given reaction. Given the reactants Cl[C:2]1[C:11]2[C:6](=[CH:7][CH:8]=[CH:9][CH:10]=2)[CH:5]=[C:4]([NH:12][C:13]2[CH:17]=[C:16]([CH3:18])[NH:15][N:14]=2)[N:3]=1.[CH3:19][O:20][C:21]1[CH:22]=[C:23](B(O)O)[CH:24]=[CH:25][CH:26]=1, predict the reaction product. The product is: [CH3:19][O:20][C:21]1[CH:26]=[C:25]([C:2]2[C:11]3[C:6](=[CH:7][CH:8]=[CH:9][CH:10]=3)[CH:5]=[C:4]([NH:12][C:13]3[CH:17]=[C:16]([CH3:18])[NH:15][N:14]=3)[N:3]=2)[CH:24]=[CH:23][CH:22]=1.